From a dataset of Full USPTO retrosynthesis dataset with 1.9M reactions from patents (1976-2016). Predict the reactants needed to synthesize the given product. (1) Given the product [CH2:1]([N:8]1[CH2:13][CH2:12][C:11]([C:17]2[CH:18]=[C:19]([CH3:22])[CH:20]=[CH:21][C:16]=2[CH3:15])([OH:14])[CH2:10][CH2:9]1)[C:2]1[CH:3]=[CH:4][CH:5]=[CH:6][CH:7]=1, predict the reactants needed to synthesize it. The reactants are: [CH2:1]([N:8]1[CH2:13][CH2:12][C:11](=[O:14])[CH2:10][CH2:9]1)[C:2]1[CH:7]=[CH:6][CH:5]=[CH:4][CH:3]=1.[CH3:15][C:16]1[CH:21]=[CH:20][C:19]([CH3:22])=[CH:18][C:17]=1[Mg]Br. (2) Given the product [CH3:19][N:20]1[CH2:26][CH2:25][C:24]2[C:6]3[CH:7]=[C:2]([CH3:10])[CH:3]=[CH:4][C:5]=3[NH:8][C:23]=2[CH2:22][CH2:21]1, predict the reactants needed to synthesize it. The reactants are: Cl.[C:2]1([CH3:10])[CH:7]=[CH:6][C:5]([NH:8]N)=[CH:4][CH:3]=1.OS(O)(=O)=O.Cl.[OH-].[Na+].[CH3:19][N:20]1[CH2:26][CH2:25][CH2:24][C:23](=O)[CH2:22][CH2:21]1.